The task is: Predict the reactants needed to synthesize the given product.. This data is from Full USPTO retrosynthesis dataset with 1.9M reactions from patents (1976-2016). Given the product [CH3:19][C:16]1[CH:17]=[CH:18][C:13]([S:10]([NH:9][C:8]2[C:3]([C:39]([C:28]3[C:29]4[CH:36]=[CH:35][NH:34][C:30]=4[N:31]=[CH:32][N:33]=3)=[O:40])=[N:4][CH:5]=[C:6]([CH3:24])[CH:7]=2)(=[O:12])=[O:11])=[CH:14][C:15]=1[C:20]([F:21])([F:23])[F:22], predict the reactants needed to synthesize it. The reactants are: C([C:3]1[C:8]([NH:9][S:10]([C:13]2[CH:18]=[CH:17][C:16]([CH3:19])=[C:15]([C:20]([F:23])([F:22])[F:21])[CH:14]=2)(=[O:12])=[O:11])=[CH:7][C:6]([CH3:24])=[CH:5][N:4]=1)#N.[H-].[Na+].I[C:28]1[C:29]2[CH:36]=[CH:35][NH:34][C:30]=2[N:31]=[CH:32][N:33]=1.C1C[O:40][CH2:39]C1.